The task is: Regression/Classification. Given a drug SMILES string, predict its absorption, distribution, metabolism, or excretion properties. Task type varies by dataset: regression for continuous measurements (e.g., permeability, clearance, half-life) or binary classification for categorical outcomes (e.g., BBB penetration, CYP inhibition). Dataset: cyp2c9_veith.. This data is from CYP2C9 inhibition data for predicting drug metabolism from PubChem BioAssay. The drug is Cc1ccccc1NC(=S)NC(=O)c1cc(-c2ccccc2)nc2ccccc12. The result is 1 (inhibitor).